Dataset: Full USPTO retrosynthesis dataset with 1.9M reactions from patents (1976-2016). Task: Predict the reactants needed to synthesize the given product. Given the product [C:1]([O:5][C:6](=[O:20])[CH2:7][CH2:8][N:9]([C:10]1[S:11][CH:22]=[C:23]([C@H:25]2[CH2:26][CH2:27][C@H:28]([C:31]([CH3:34])([CH3:33])[CH3:32])[CH2:29][CH2:30]2)[N:12]=1)[CH2:13][C:14]1[S:15][C:16]([CH3:19])=[CH:17][CH:18]=1)([CH3:4])([CH3:3])[CH3:2], predict the reactants needed to synthesize it. The reactants are: [C:1]([O:5][C:6](=[O:20])[CH2:7][CH2:8][N:9]([CH2:13][C:14]1[S:15][C:16]([CH3:19])=[CH:17][CH:18]=1)[C:10]([NH2:12])=[S:11])([CH3:4])([CH3:3])[CH3:2].Br[CH2:22][C:23]([C@H:25]1[CH2:30][CH2:29][C@H:28]([C:31]([CH3:34])([CH3:33])[CH3:32])[CH2:27][CH2:26]1)=O.